Predict hERG channel inhibition at various concentrations. From a dataset of hERG Central: cardiac toxicity at 1µM, 10µM, and general inhibition. The drug is COc1ccc(NC(=S)N(CCCN2CCCCC2)Cc2cccs2)cc1. Results: hERG_inhib (hERG inhibition (general)): blocker.